This data is from Human liver microsome stability data. The task is: Regression/Classification. Given a drug SMILES string, predict its absorption, distribution, metabolism, or excretion properties. Task type varies by dataset: regression for continuous measurements (e.g., permeability, clearance, half-life) or binary classification for categorical outcomes (e.g., BBB penetration, CYP inhibition). Dataset: hlm. The compound is CCC(C)n1ncn(-c2ccc(N3CCN(c4ccc(OCC5COC(Cn6cncn6)(c6ccc(Cl)cc6Cl)O5)cc4)CC3)cc2)c1=O. The result is 1 (stable in human liver microsomes).